From a dataset of Full USPTO retrosynthesis dataset with 1.9M reactions from patents (1976-2016). Predict the reactants needed to synthesize the given product. (1) The reactants are: ClC1C=CC(N[CH2:12][C:13]2[C:22]3[C:17](=[CH:18][CH:19]=[CH:20][CH:21]=3)[CH:16]=[CH:15][CH:14]=2)=C(C=1)C(O)=O.[ClH:23].[CH3:24][O:25][C:26](=[O:49])[C@@H:27]([NH2:48])[CH2:28][C:29]1[CH:34]=[CH:33][C:32]([C:35]2[CH:40]=[CH:39][CH:38]=[CH:37][C:36]=2[O:41][C:42]2[CH:47]=[CH:46][CH:45]=[CH:44][CH:43]=2)=[CH:31][CH:30]=1. Given the product [CH3:24][O:25][C:26](=[O:49])[CH:27]([NH:48][CH2:12][C:13]1[C:22]2[C:17](=[CH:18][CH:19]=[CH:20][CH:21]=2)[CH:16]=[CH:15][CH:14]=1)[CH2:28][C:29]1[C:30]([Cl:23])=[CH:31][C:32]([C:35]2[CH:40]=[CH:39][CH:38]=[CH:37][C:36]=2[O:41][C:42]2[CH:47]=[CH:46][CH:45]=[CH:44][CH:43]=2)=[CH:33][CH:34]=1, predict the reactants needed to synthesize it. (2) Given the product [C:23]([C:27]1[CH:28]=[CH:29][C:30]([CH2:31][O:19][C:15]2[C:16]([CH2:17][OH:18])=[C:11]([CH2:10][NH:9][C:7](=[O:8])[C:6]3[CH:5]=[CH:4][C:3]([C:1]#[N:2])=[CH:22][CH:21]=3)[CH:12]=[N:13][C:14]=2[CH3:20])=[CH:33][CH:34]=1)([CH3:26])([CH3:24])[CH3:25], predict the reactants needed to synthesize it. The reactants are: [C:1]([C:3]1[CH:22]=[CH:21][C:6]([C:7]([NH:9][CH2:10][C:11]2[CH:12]=[N:13][C:14]([CH3:20])=[C:15]([OH:19])[C:16]=2[CH2:17][OH:18])=[O:8])=[CH:5][CH:4]=1)#[N:2].[C:23]([C:27]1[CH:34]=[CH:33][C:30]([CH2:31]Cl)=[CH:29][CH:28]=1)([CH3:26])([CH3:25])[CH3:24].C(=O)([O-])[O-].[Cs+].[Cs+]. (3) Given the product [ClH:31].[ClH:31].[CH3:29][N:26]1[CH2:27][CH2:28][CH:23]([O:22][C:15]2[CH:16]=[CH:17][C:18]3[C:19]4[C:11](=[CH:10][C:9]([O:8][CH:5]5[CH2:6][CH2:7][N:2]([CH3:1])[CH2:3][CH2:4]5)=[CH:21][CH:20]=4)[C:12](=[O:30])[C:13]=3[CH:14]=2)[CH2:24][CH2:25]1, predict the reactants needed to synthesize it. The reactants are: [CH3:1][N:2]1[CH2:7][CH2:6][CH:5]([O:8][C:9]2[CH:21]=[CH:20][C:19]3[C:18]4[C:13](=[CH:14][C:15]([O:22][CH:23]5[CH2:28][CH2:27][N:26]([CH3:29])[CH2:25][CH2:24]5)=[CH:16][CH:17]=4)[C:12](=[O:30])[C:11]=3[CH:10]=2)[CH2:4][CH2:3]1.[ClH:31].O1CCOCC1. (4) Given the product [C:1]([NH:5][C:6]1[N:7]=[C:8]([NH2:10])[N:9]=[C:20]([C:14]2[C:13]([F:12])=[CH:18][CH:17]=[C:16]([F:19])[N:15]=2)[N:11]=1)([CH3:4])([CH3:2])[CH3:3], predict the reactants needed to synthesize it. The reactants are: [C:1](/[N:5]=[C:6](\[NH2:11])/[N:7]=[C:8]([NH2:10])[NH2:9])([CH3:4])([CH3:3])[CH3:2].[F:12][C:13]1[C:14]([C:20](OC)=O)=[N:15][C:16]([F:19])=[CH:17][CH:18]=1.CO[Na].O. (5) Given the product [CH2:7]([C:8]1[NH:11][C:12]2[C:13](=[O:36])[N:14]([CH2:33][CH2:34][CH3:35])[C:15](=[O:32])[N:16]([CH2:19][CH2:20][CH2:21][CH2:22][C:23]3[CH:24]=[CH:25][C:26]([N+:29]([O-:31])=[O:30])=[CH:27][CH:28]=3)[C:17]=2[N:18]=1)[C:1]1[CH:6]=[CH:5][CH:4]=[CH:3][CH:2]=1, predict the reactants needed to synthesize it. The reactants are: [C:1]1([CH2:7][C:8](O)=O)[CH:6]=[CH:5][CH:4]=[CH:3][CH:2]=1.[NH2:11][C:12]1[C:13](=[O:36])[N:14]([CH2:33][CH2:34][CH3:35])[C:15](=[O:32])[N:16]([CH2:19][CH2:20][CH2:21][CH2:22][C:23]2[CH:28]=[CH:27][C:26]([N+:29]([O-:31])=[O:30])=[CH:25][CH:24]=2)[C:17]=1[NH2:18]. (6) Given the product [O:21]=[C:20]1[CH2:19][C:2]2([CH2:7][CH2:6][N:5]([C:8]([O:10][CH2:11][C:12]3[CH:13]=[CH:14][CH:15]=[CH:16][CH:17]=3)=[O:9])[CH2:4][CH2:3]2)[CH2:1]1, predict the reactants needed to synthesize it. The reactants are: [CH2:1]=[C:2]1[CH2:7][CH2:6][N:5]([C:8]([O:10][CH2:11][C:12]2[CH:17]=[CH:16][CH:15]=[CH:14][CH:13]=2)=[O:9])[CH2:4][CH2:3]1.Cl[C:19](Cl)(Cl)[C:20](Cl)=[O:21].[Cl-].[NH4+].